This data is from TCR-epitope binding with 47,182 pairs between 192 epitopes and 23,139 TCRs. The task is: Binary Classification. Given a T-cell receptor sequence (or CDR3 region) and an epitope sequence, predict whether binding occurs between them. (1) The epitope is YLKLTDNVYIK. The TCR CDR3 sequence is CASSKCRGKSYEQYF. Result: 0 (the TCR does not bind to the epitope). (2) The epitope is RLRAEAQVK. The TCR CDR3 sequence is CATSIPLAGDQETQYF. Result: 1 (the TCR binds to the epitope).